Dataset: Full USPTO retrosynthesis dataset with 1.9M reactions from patents (1976-2016). Task: Predict the reactants needed to synthesize the given product. (1) Given the product [CH3:29][N:20]1[C:21]2[C:26](=[CH:25][N:24]=[C:23]([CH3:28])[CH:22]=2)[CH:27]=[C:18]([C:16]2[CH:17]=[C:12]([NH:11][C:8]([NH:7][C:1](=[O:5])[CH:2]([CH3:4])[CH3:3])=[S:9])[CH:13]=[CH:14][C:15]=2[CH3:31])[C:19]1=[O:30], predict the reactants needed to synthesize it. The reactants are: [C:1](Cl)(=[O:5])[CH:2]([CH3:4])[CH3:3].[N-:7]=[C:8]=[S:9].[NH4+].[NH2:11][C:12]1[CH:13]=[CH:14][C:15]([CH3:31])=[C:16]([C:18]2[C:19](=[O:30])[N:20]([CH3:29])[C:21]3[C:26]([CH:27]=2)=[CH:25][N:24]=[C:23]([CH3:28])[CH:22]=3)[CH:17]=1. (2) Given the product [OH:32][CH2:2][CH2:3][O:4][C:5]1[CH:14]=[C:13]2[C:8]([C:9]([O:15][C:16]3[C:17]([C:26](=[O:28])[CH3:27])=[N:18][C:19]4[C:24]([CH:25]=3)=[CH:23][CH:22]=[CH:21][CH:20]=4)=[CH:10][CH:11]=[N:12]2)=[CH:7][C:6]=1[O:29][CH3:30], predict the reactants needed to synthesize it. The reactants are: Cl[CH2:2][CH2:3][O:4][C:5]1[CH:14]=[C:13]2[C:8]([C:9]([O:15][C:16]3[C:17]([C:26](=[O:28])[CH3:27])=[N:18][C:19]4[C:24]([CH:25]=3)=[CH:23][CH:22]=[CH:21][CH:20]=4)=[CH:10][CH:11]=[N:12]2)=[CH:7][C:6]=1[O:29][CH3:30].C(=O)([O-])[O-:32].[K+].[K+].O. (3) Given the product [O:1]1[C:5]2[CH:6]=[CH:7][CH:8]=[CH:9][C:4]=2[CH:3]=[C:2]1[CH2:10][N:12]1[CH2:17][CH:16]2[CH:14]([C:15]2([C:19]2[CH:20]=[C:21]([NH:25][S:26]([CH3:29])(=[O:27])=[O:28])[CH:22]=[CH:23][CH:24]=2)[CH3:18])[CH2:13]1, predict the reactants needed to synthesize it. The reactants are: [O:1]1[C:5]2[CH:6]=[CH:7][CH:8]=[CH:9][C:4]=2[CH:3]=[C:2]1[C:10]([N:12]1[CH2:17][CH:16]2[CH:14]([C:15]2([C:19]2[CH:20]=[C:21]([NH:25][S:26]([CH3:29])(=[O:28])=[O:27])[CH:22]=[CH:23][CH:24]=2)[CH3:18])[CH2:13]1)=O.[H-].[Al+3].[Li+].[H-].[H-].[H-].O.C(=O)([O-])O.[Na+]. (4) The reactants are: [F:1][C:2]([CH3:7])([CH3:6])[C:3](Cl)=O.C(N(CC)CC)C.I.[C:16]([NH:19][C:20](=[NH:23])[S:21][CH3:22])(=[NH:18])[NH2:17]. Given the product [F:1][C:2]([C:3]1[N:23]=[C:20]([S:21][CH3:22])[N:19]=[C:16]([NH2:18])[N:17]=1)([CH3:7])[CH3:6], predict the reactants needed to synthesize it. (5) The reactants are: [C:1]([O:5][C:6](=[O:16])[NH:7][C:8]1[CH:13]=[CH:12][CH:11]=[CH:10][C:9]=1[CH2:14][OH:15])([CH3:4])([CH3:3])[CH3:2]. Given the product [C:1]([O:5][C:6](=[O:16])[NH:7][C:8]1[CH:13]=[CH:12][CH:11]=[CH:10][C:9]=1[CH:14]=[O:15])([CH3:4])([CH3:2])[CH3:3], predict the reactants needed to synthesize it. (6) Given the product [CH3:1][O:2][C:3]1[CH:4]=[C:5]([CH:9]=[CH:10][CH:11]=1)[C:6]([NH:60][C:58]1[S:57][C:47]2[C:48]([CH:51]3[CH2:56][CH2:55][O:54][CH2:53][CH2:52]3)=[N:49][CH:50]=[C:45]([O:44][CH3:43])[C:46]=2[N:59]=1)=[O:8], predict the reactants needed to synthesize it. The reactants are: [CH3:1][O:2][C:3]1[CH:4]=[C:5]([CH:9]=[CH:10][CH:11]=1)[C:6]([OH:8])=O.CN(C(ON1N=NC2C=CC=NC1=2)=[N+](C)C)C.F[P-](F)(F)(F)(F)F.CN1CCOCC1.[CH3:43][O:44][C:45]1[C:46]2[N:59]=[C:58]([NH2:60])[S:57][C:47]=2[C:48]([CH:51]2[CH2:56][CH2:55][O:54][CH2:53][CH2:52]2)=[N:49][CH:50]=1.